From a dataset of Full USPTO retrosynthesis dataset with 1.9M reactions from patents (1976-2016). Predict the reactants needed to synthesize the given product. Given the product [NH2:22][C:5]1[CH:4]=[CH:3][C:2]([CH3:1])=[CH:7][C:6]=1[NH:8][CH:9]1[CH2:14][CH2:13][N:12]([C:15]([O:17][C:18]([CH3:21])([CH3:20])[CH3:19])=[O:16])[CH2:11][CH2:10]1, predict the reactants needed to synthesize it. The reactants are: [CH3:1][C:2]1[CH:3]=[CH:4][C:5]([N+:22]([O-])=O)=[C:6]([NH:8][CH:9]2[CH2:14][CH2:13][N:12]([C:15]([O:17][C:18]([CH3:21])([CH3:20])[CH3:19])=[O:16])[CH2:11][CH2:10]2)[CH:7]=1.